This data is from Full USPTO retrosynthesis dataset with 1.9M reactions from patents (1976-2016). The task is: Predict the reactants needed to synthesize the given product. (1) Given the product [CH3:12][N:8]1[C:9]2[C:4](=[CH:3][C:2]([B:17]3[O:18][C:19]([CH3:21])([CH3:20])[C:15]([CH3:31])([CH3:14])[O:16]3)=[CH:11][CH:10]=2)[CH2:5][CH2:6][C:7]1=[O:13], predict the reactants needed to synthesize it. The reactants are: Br[C:2]1[CH:3]=[C:4]2[C:9](=[CH:10][CH:11]=1)[N:8]([CH3:12])[C:7](=[O:13])[CH2:6][CH2:5]2.[CH3:14][C:15]1([CH3:31])[C:19]([CH3:21])([CH3:20])[O:18][B:17]([B:17]2[O:18][C:19]([CH3:21])([CH3:20])[C:15]([CH3:31])([CH3:14])[O:16]2)[O:16]1.ClCCl.C([O-])(=O)C.[K+]. (2) Given the product [CH3:39][Si:2]([CH3:38])([CH3:1])[CH2:3][CH2:4][O:5][CH2:6][N:7]([CH2:30][O:31][CH2:32][CH2:33][Si:34]([CH3:37])([CH3:36])[CH3:35])[C:8]1[N:13]2[N:14]=[CH:15][C:16]([I:47])=[C:12]2[N:11]=[C:10]([CH:17]2[CH2:18][CH2:19][C:20]([CH2:28][OH:29])([C:23]([O:25][CH2:26][CH3:27])=[O:24])[CH2:21][CH2:22]2)[CH:9]=1, predict the reactants needed to synthesize it. The reactants are: [CH3:1][Si:2]([CH3:39])([CH3:38])[CH2:3][CH2:4][O:5][CH2:6][N:7]([CH2:30][O:31][CH2:32][CH2:33][Si:34]([CH3:37])([CH3:36])[CH3:35])[C:8]1[N:13]2[N:14]=[CH:15][CH:16]=[C:12]2[N:11]=[C:10]([CH:17]2[CH2:22][CH2:21][C:20]([CH2:28][OH:29])([C:23]([O:25][CH2:26][CH3:27])=[O:24])[CH2:19][CH2:18]2)[CH:9]=1.C1C(=O)N([I:47])C(=O)C1.